Dataset: Catalyst prediction with 721,799 reactions and 888 catalyst types from USPTO. Task: Predict which catalyst facilitates the given reaction. Reactant: [Br:1][C:2]1[CH:7]=[CH:6][N:5]=[C:4]([C:8]#[N:9])[CH:3]=1.Cl.[OH-].[Na+].[Cl-].[Na+]. Product: [Br:1][C:2]1[CH:7]=[CH:6][N:5]=[C:4]([CH2:8][NH2:9])[CH:3]=1. The catalyst class is: 7.